The task is: Predict the reaction yield, written as a fraction of the theoretical maximum amount of product (1.0 means a 100% yield; for example, 0.34 means a 34% yield).. This data is from Reaction yield outcomes from USPTO patents with 853,638 reactions. (1) The reactants are Cl.O1CCOCC1.C(OC([NH:15][C@@H:16]1[C@H:21]([NH:22][C:23]([C:25]2[NH:26][C:27]([CH2:31][CH3:32])=[C:28]([Cl:30])[N:29]=2)=[O:24])[CH2:20][CH2:19][N:18]([C:33]2[S:34][C:35]3[C:41]([C:42]([O:44][CH2:45][CH3:46])=[O:43])=[CH:40][CH:39]=[CH:38][C:36]=3[N:37]=2)[CH2:17]1)=O)(C)(C)C. No catalyst specified. The product is [NH2:15][C@@H:16]1[C@H:21]([NH:22][C:23]([C:25]2[NH:26][C:27]([CH2:31][CH3:32])=[C:28]([Cl:30])[N:29]=2)=[O:24])[CH2:20][CH2:19][N:18]([C:33]2[S:34][C:35]3[C:41]([C:42]([O:44][CH2:45][CH3:46])=[O:43])=[CH:40][CH:39]=[CH:38][C:36]=3[N:37]=2)[CH2:17]1. The yield is 1.00. (2) The reactants are [Cl:1][C:2]1[CH:7]=[CH:6][CH:5]=[CH:4][C:3]=1[C:8]1[CH:19]=[C:18]2[C:14]([CH:15]=[CH:16][N:17]2[CH3:20])=[C:13]2[C:9]=1[C:10](=[O:22])[NH:11][C:12]2=[O:21].[CH3:23][NH:24][CH3:25].[CH2:26]=O. The catalyst is C(O)(=O)C.O1CCCC1. The product is [Cl:1][C:2]1[CH:7]=[CH:6][CH:5]=[CH:4][C:3]=1[C:8]1[CH:19]=[C:18]2[C:14]([C:15]([CH2:23][N:24]([CH3:26])[CH3:25])=[CH:16][N:17]2[CH3:20])=[C:13]2[C:9]=1[C:10](=[O:22])[NH:11][C:12]2=[O:21]. The yield is 0.580. (3) The reactants are [Cl:1][C:2]1[C:19]([N+:20]([O-])=O)=[CH:18][C:17]([Cl:23])=[CH:16][C:3]=1[CH2:4][C:5]1[N:6]=[CH:7][N:8]([S:10]([N:13]([CH3:15])[CH3:14])(=[O:12])=[O:11])[CH:9]=1.[Cl-].[NH4+]. The catalyst is O.C(O)C.[Fe]. The product is [NH2:20][C:19]1[C:2]([Cl:1])=[C:3]([CH:16]=[C:17]([Cl:23])[CH:18]=1)[CH2:4][C:5]1[N:6]=[CH:7][N:8]([S:10]([N:13]([CH3:15])[CH3:14])(=[O:12])=[O:11])[CH:9]=1. The yield is 0.720. (4) The reactants are [F:1][C:2]1[CH:26]=[C:25]([F:27])[CH:24]=[CH:23][C:3]=1[CH2:4][C@H:5]([CH2:21][CH3:22])[C:6](N1[C@H](C)[C@H](C2C=CC=CC=2)OC1=O)=[O:7].C1COCC1.[BH4-].[Na+]. The catalyst is O. The product is [F:1][C:2]1[CH:26]=[C:25]([F:27])[CH:24]=[CH:23][C:3]=1[CH2:4][C@H:5]([CH2:21][CH3:22])[CH2:6][OH:7]. The yield is 0.460. (5) The reactants are [Cl:1][C:2]1[CH:10]=[C:9]([N:11]2[CH2:16][CH2:15][O:14][CH2:13][S:12]2(=[O:18])=[O:17])[CH:8]=[CH:7][C:3]=1[C:4]([OH:6])=O.[Cl:19][C:20]1[CH:26]=[CH:25][C:23]([NH2:24])=[CH:22][C:21]=1[C:27]1[CH:36]=[CH:35][C:34]2[C:29](=[CH:30][CH:31]=[CH:32][N:33]=2)[N:28]=1.CN(C(ON1N=NC2C=CC=NC1=2)=[N+](C)C)C.F[P-](F)(F)(F)(F)F.CCN(C(C)C)C(C)C. The catalyst is CN(C=O)C.CCOC(C)=O. The product is [Cl:1][C:2]1[CH:10]=[C:9]([N:11]2[CH2:16][CH2:15][O:14][CH2:13][S:12]2(=[O:18])=[O:17])[CH:8]=[CH:7][C:3]=1[C:4]([NH:24][C:23]1[CH:25]=[CH:26][C:20]([Cl:19])=[C:21]([C:27]2[CH:36]=[CH:35][C:34]3[C:29](=[CH:30][CH:31]=[CH:32][N:33]=3)[N:28]=2)[CH:22]=1)=[O:6]. The yield is 0.300. (6) The yield is 0.880. No catalyst specified. The reactants are [CH3:1][C:2]1[O:6][N:5]=[C:4]([C:7]2[CH:12]=[CH:11][CH:10]=[CH:9][CH:8]=2)[C:3]=1[CH2:13][O:14][C:15]1[CH:23]=[CH:22][C:18]([C:19]([OH:21])=O)=[CH:17][N:16]=1.Cl.[CH3:25][O:26][C:27](=[O:37])[C@H:28]([CH2:30][C:31]1[CH:36]=[CH:35][CH:34]=[CH:33][CH:32]=1)[NH2:29]. The product is [CH3:25][O:26][C:27](=[O:37])[C@@H:28]([NH:29][C:19]([C:18]1[CH:17]=[N:16][C:15]([O:14][CH2:13][C:3]2[C:4]([C:7]3[CH:8]=[CH:9][CH:10]=[CH:11][CH:12]=3)=[N:5][O:6][C:2]=2[CH3:1])=[CH:23][CH:22]=1)=[O:21])[CH2:30][C:31]1[CH:36]=[CH:35][CH:34]=[CH:33][CH:32]=1.